This data is from CYP1A2 inhibition data for predicting drug metabolism from PubChem BioAssay. The task is: Regression/Classification. Given a drug SMILES string, predict its absorption, distribution, metabolism, or excretion properties. Task type varies by dataset: regression for continuous measurements (e.g., permeability, clearance, half-life) or binary classification for categorical outcomes (e.g., BBB penetration, CYP inhibition). Dataset: cyp1a2_veith. (1) The molecule is O=C(NCCN1CCOCC1)c1nn2c(c1Cl)NC(c1ccccc1)CC2C(F)(F)F. The result is 0 (non-inhibitor). (2) The drug is CCS(=O)(=O)c1ccc2c(c1)N(S(=O)(=O)c1ccccc1)CC(C(=O)O)O2. The result is 0 (non-inhibitor). (3) The compound is CC(Cc1ccccc1)C(=O)NCc1ccccn1. The result is 1 (inhibitor). (4) The compound is COc1ccc(-n2c(C)n[nH]c2=O)cc1. The result is 0 (non-inhibitor). (5) The compound is O=[N+]([O-])c1cc(/C=N/O)ccc1SCc1ccccc1. The result is 1 (inhibitor). (6) The molecule is COc1ccc2[nH]cc(CCNc3ccnc(-c4cccc(C#N)c4)n3)c2c1. The result is 1 (inhibitor). (7) The drug is O=C(CCN1C(=O)C2C3C=CC(C3)C2C1=O)Nc1ccc2ncccc2c1. The result is 0 (non-inhibitor).